The task is: Regression. Given a peptide amino acid sequence and an MHC pseudo amino acid sequence, predict their binding affinity value. This is MHC class II binding data.. This data is from Peptide-MHC class II binding affinity with 134,281 pairs from IEDB. The peptide sequence is KAAMGLRISSSFSFG. The MHC is DRB1_0101 with pseudo-sequence DRB1_0101. The binding affinity (normalized) is 0.666.